This data is from Reaction yield outcomes from USPTO patents with 853,638 reactions. The task is: Predict the reaction yield, written as a fraction of the theoretical maximum amount of product (1.0 means a 100% yield; for example, 0.34 means a 34% yield). The reactants are C([C:18]([NH2:28])([CH:22]1[CH2:27][CH2:26][O:25][CH2:24][CH2:23]1)[C:19](O)=O)(OCC1C2C(=CC=CC=2)C2C1=CC=CC=2)=O.[NH2:29][C@@H:30]([CH2:35][CH:36]([CH3:38])[CH3:37])[C:31](OC)=[O:32].C([C@@H]1NC[C@H](CC(C)C)NC1=O)C(C)C. No catalyst specified. The product is [CH2:35]([C@@H:30]1[NH:29][CH2:19][CH:18]([CH:22]2[CH2:23][CH2:24][O:25][CH2:26][CH2:27]2)[NH:28][C:31]1=[O:32])[CH:36]([CH3:38])[CH3:37]. The yield is 0.0670.